Dataset: NCI-60 drug combinations with 297,098 pairs across 59 cell lines. Task: Regression. Given two drug SMILES strings and cell line genomic features, predict the synergy score measuring deviation from expected non-interaction effect. (1) Drug 1: CC1C(C(CC(O1)OC2CC(CC3=C2C(=C4C(=C3O)C(=O)C5=C(C4=O)C(=CC=C5)OC)O)(C(=O)CO)O)N)O. Drug 2: CNC(=O)C1=NC=CC(=C1)OC2=CC=C(C=C2)NC(=O)NC3=CC(=C(C=C3)Cl)C(F)(F)F. Cell line: HCT116. Synergy scores: CSS=73.1, Synergy_ZIP=-3.66, Synergy_Bliss=-6.22, Synergy_Loewe=-9.34, Synergy_HSA=-1.13. (2) Drug 1: CN1C2=C(C=C(C=C2)N(CCCl)CCCl)N=C1CCCC(=O)O.Cl. Drug 2: CN(CCCl)CCCl.Cl. Cell line: DU-145. Synergy scores: CSS=26.6, Synergy_ZIP=-1.86, Synergy_Bliss=-3.65, Synergy_Loewe=-21.2, Synergy_HSA=-4.15. (3) Drug 1: C1CC(C1)(C(=O)O)C(=O)O.[NH2-].[NH2-].[Pt+2]. Drug 2: C1CCC(C(C1)N)N.C(=O)(C(=O)[O-])[O-].[Pt+4]. Cell line: A549. Synergy scores: CSS=37.5, Synergy_ZIP=-7.40, Synergy_Bliss=0.511, Synergy_Loewe=-7.14, Synergy_HSA=2.54. (4) Drug 1: C1CC(=O)NC(=O)C1N2C(=O)C3=CC=CC=C3C2=O. Drug 2: N.N.Cl[Pt+2]Cl. Cell line: TK-10. Synergy scores: CSS=10.4, Synergy_ZIP=-5.37, Synergy_Bliss=2.53, Synergy_Loewe=-4.14, Synergy_HSA=0.577. (5) Drug 1: C1=CC(=C2C(=C1NCCNCCO)C(=O)C3=C(C=CC(=C3C2=O)O)O)NCCNCCO. Drug 2: COC1=C2C(=CC3=C1OC=C3)C=CC(=O)O2. Cell line: SK-MEL-5. Synergy scores: CSS=24.2, Synergy_ZIP=-3.15, Synergy_Bliss=-2.90, Synergy_Loewe=-29.7, Synergy_HSA=-2.81. (6) Drug 1: CCC1=CC2CC(C3=C(CN(C2)C1)C4=CC=CC=C4N3)(C5=C(C=C6C(=C5)C78CCN9C7C(C=CC9)(C(C(C8N6C)(C(=O)OC)O)OC(=O)C)CC)OC)C(=O)OC.C(C(C(=O)O)O)(C(=O)O)O. Drug 2: CC1C(C(CC(O1)OC2CC(OC(C2O)C)OC3=CC4=CC5=C(C(=O)C(C(C5)C(C(=O)C(C(C)O)O)OC)OC6CC(C(C(O6)C)O)OC7CC(C(C(O7)C)O)OC8CC(C(C(O8)C)O)(C)O)C(=C4C(=C3C)O)O)O)O. Cell line: HOP-62. Synergy scores: CSS=21.1, Synergy_ZIP=1.78, Synergy_Bliss=2.79, Synergy_Loewe=-3.78, Synergy_HSA=2.55. (7) Drug 1: CC1C(C(CC(O1)OC2CC(OC(C2O)C)OC3=CC4=CC5=C(C(=O)C(C(C5)C(C(=O)C(C(C)O)O)OC)OC6CC(C(C(O6)C)O)OC7CC(C(C(O7)C)O)OC8CC(C(C(O8)C)O)(C)O)C(=C4C(=C3C)O)O)O)O. Drug 2: CN(CC1=CN=C2C(=N1)C(=NC(=N2)N)N)C3=CC=C(C=C3)C(=O)NC(CCC(=O)O)C(=O)O. Cell line: M14. Synergy scores: CSS=57.4, Synergy_ZIP=1.50, Synergy_Bliss=1.92, Synergy_Loewe=-5.20, Synergy_HSA=-0.608. (8) Drug 1: CN(C)C1=NC(=NC(=N1)N(C)C)N(C)C. Drug 2: C1CN(P(=O)(OC1)NCCCl)CCCl. Cell line: RXF 393. Synergy scores: CSS=-2.82, Synergy_ZIP=1.51, Synergy_Bliss=2.58, Synergy_Loewe=-1.11, Synergy_HSA=-0.664. (9) Drug 1: CS(=O)(=O)C1=CC(=C(C=C1)C(=O)NC2=CC(=C(C=C2)Cl)C3=CC=CC=N3)Cl. Drug 2: CC1CCCC2(C(O2)CC(NC(=O)CC(C(C(=O)C(C1O)C)(C)C)O)C(=CC3=CSC(=N3)C)C)C. Synergy scores: CSS=11.5, Synergy_ZIP=0.230, Synergy_Bliss=1.07, Synergy_Loewe=4.35, Synergy_HSA=2.23. Cell line: SF-295. (10) Drug 1: CN1CCC(CC1)COC2=C(C=C3C(=C2)N=CN=C3NC4=C(C=C(C=C4)Br)F)OC. Drug 2: CC1C(C(CC(O1)OC2CC(CC3=C2C(=C4C(=C3O)C(=O)C5=C(C4=O)C(=CC=C5)OC)O)(C(=O)C)O)N)O.Cl. Cell line: OVCAR-5. Synergy scores: CSS=39.5, Synergy_ZIP=-3.58, Synergy_Bliss=8.65, Synergy_Loewe=8.77, Synergy_HSA=9.26.